Dataset: Peptide-MHC class I binding affinity with 185,985 pairs from IEDB/IMGT. Task: Regression. Given a peptide amino acid sequence and an MHC pseudo amino acid sequence, predict their binding affinity value. This is MHC class I binding data. (1) The peptide sequence is ITDEINQIK. The MHC is HLA-A02:01 with pseudo-sequence HLA-A02:01. The binding affinity (normalized) is 0.0847. (2) The peptide sequence is TSLGLLYTV. The MHC is HLA-A02:02 with pseudo-sequence HLA-A02:02. The binding affinity (normalized) is 0.368. (3) The peptide sequence is ITWPRTRHW. The MHC is HLA-A02:01 with pseudo-sequence HLA-A02:01. The binding affinity (normalized) is 0.0847. (4) The peptide sequence is WMYEGKHVL. The MHC is HLA-A02:03 with pseudo-sequence HLA-A02:03. The binding affinity (normalized) is 0.851. (5) The peptide sequence is YTGAMTSKF. The MHC is HLA-A26:01 with pseudo-sequence HLA-A26:01. The binding affinity (normalized) is 0.405. (6) The peptide sequence is RPNMSRHLF. The MHC is HLA-A29:02 with pseudo-sequence HLA-A29:02. The binding affinity (normalized) is 0.00356. (7) The peptide sequence is EFDNYRGTI. The MHC is HLA-A11:01 with pseudo-sequence HLA-A11:01. The binding affinity (normalized) is 0.0847. (8) The peptide sequence is TLPELNLSL. The MHC is HLA-A68:02 with pseudo-sequence HLA-A68:02. The binding affinity (normalized) is 0.470.